This data is from Catalyst prediction with 721,799 reactions and 888 catalyst types from USPTO. The task is: Predict which catalyst facilitates the given reaction. Reactant: CCCCCC.[H-].[Na+].[NH:9]([C:17]([O:19][C:20]([CH3:23])([CH3:22])[CH3:21])=[O:18])[C:10]([O:12][C:13]([CH3:16])([CH3:15])[CH3:14])=[O:11].[C:24]([C:26]1[CH:27]=[C:28]([CH:33]=[CH:34][C:35]=1[CH2:36]Br)[C:29]([O:31][CH3:32])=[O:30])#[N:25]. Product: [C:24]([C:26]1[CH:27]=[C:28]([CH:33]=[CH:34][C:35]=1[CH2:36][N:9]([C:10]([O:12][C:13]([CH3:14])([CH3:15])[CH3:16])=[O:11])[C:17]([O:19][C:20]([CH3:23])([CH3:22])[CH3:21])=[O:18])[C:29]([O:31][CH3:32])=[O:30])#[N:25]. The catalyst class is: 329.